Task: Predict the reactants needed to synthesize the given product.. Dataset: Full USPTO retrosynthesis dataset with 1.9M reactions from patents (1976-2016) (1) Given the product [Br:1][C:2]1[CH:7]=[C:6]([NH2:8])[CH:5]=[C:4]([CH3:11])[N:3]=1, predict the reactants needed to synthesize it. The reactants are: [Br:1][C:2]1[CH:7]=[C:6]([N+:8]([O-])=O)[CH:5]=[C:4]([CH2:11]C)[N+:3]=1[O-]. (2) Given the product [C:23]([C:13]1[CH:14]=[CH:15][C:10]([C:7]([CH3:8])([CH3:9])[CH2:6][C:5]([OH:21])([C:17]([F:18])([F:19])[F:20])[C:4]([OH:3])=[O:22])=[CH:11][CH:12]=1)#[N:24], predict the reactants needed to synthesize it. The reactants are: C([O:3][C:4](=[O:22])[C:5]([OH:21])([C:17]([F:20])([F:19])[F:18])[CH2:6][C:7]([C:10]1[CH:15]=[CH:14][C:13](Br)=[CH:12][CH:11]=1)([CH3:9])[CH3:8])C.[CH3:23][N:24](C)C=O. (3) Given the product [CH2:31]([N:15]1[CH:14]=[CH:13][N:12]2[C:8]([C:5]3[CH:6]=[CH:7][C:2]([F:1])=[C:3]([C:18]4[C:19]([C:24]#[N:25])=[CH:20][CH:21]=[CH:22][CH:23]=4)[CH:4]=3)=[CH:9][N:10]=[C:11]2[C:16]1=[O:17])[CH3:32], predict the reactants needed to synthesize it. The reactants are: [F:1][C:2]1[CH:7]=[CH:6][C:5]([C:8]2[N:12]3[CH:13]=[CH:14][NH:15][C:16](=[O:17])[C:11]3=[N:10][CH:9]=2)=[CH:4][C:3]=1[C:18]1[C:19]([C:24]#[N:25])=[CH:20][CH:21]=[CH:22][CH:23]=1.[H-].[Na+].[Br-].[Li+].I[CH2:31][CH3:32]. (4) Given the product [Cl:11][C:9]1[CH:8]=[C:4]([CH:3]=[C:2]([Cl:1])[N:10]=1)[C:5]([NH:45][C:46]1[CH:47]=[CH:48][C:49]([Cl:71])=[C:50]([C:52]2[C:67](=[O:68])[N:66]([O:69][CH3:70])[C:55]3[N:56]=[C:57]([NH:60][CH2:61][CH2:62][N:63]([CH3:65])[CH3:64])[N:58]=[CH:59][C:54]=3[CH:53]=2)[CH:51]=1)=[O:7], predict the reactants needed to synthesize it. The reactants are: [Cl:1][C:2]1[CH:3]=[C:4]([CH:8]=[C:9]([Cl:11])[N:10]=1)[C:5]([OH:7])=O.C(N(C(C)C)CC)(C)C.CN(C(ON1N=NC2C=CC=NC1=2)=[N+](C)C)C.F[P-](F)(F)(F)(F)F.[NH2:45][C:46]1[CH:47]=[CH:48][C:49]([Cl:71])=[C:50]([C:52]2[C:67](=[O:68])[N:66]([O:69][CH3:70])[C:55]3[N:56]=[C:57]([NH:60][CH2:61][CH2:62][N:63]([CH3:65])[CH3:64])[N:58]=[CH:59][C:54]=3[CH:53]=2)[CH:51]=1. (5) Given the product [OH:1][CH:2]1[CH:7]([C:8]2[CH:9]=[CH:10][C:11]([CH2:14][O:15][C:29]([C:23]3[CH:28]=[CH:27][CH:26]=[CH:25][CH:24]=3)([C:37]3[CH:38]=[CH:39][CH:40]=[CH:41][CH:42]=3)[C:31]3[CH:32]=[CH:33][CH:34]=[CH:35][CH:36]=3)=[CH:12][CH:13]=2)[CH2:6][CH2:5][N:4]([C:16]([O:18][C:19]([CH3:22])([CH3:21])[CH3:20])=[O:17])[CH2:3]1, predict the reactants needed to synthesize it. The reactants are: [OH:1][CH:2]1[CH:7]([C:8]2[CH:13]=[CH:12][C:11]([CH2:14][OH:15])=[CH:10][CH:9]=2)[CH2:6][CH2:5][N:4]([C:16]([O:18][C:19]([CH3:22])([CH3:21])[CH3:20])=[O:17])[CH2:3]1.[C:23]1([C:29]([C:37]2[CH:42]=[CH:41][CH:40]=[CH:39][CH:38]=2)([C:31]2[CH:36]=[CH:35][CH:34]=[CH:33][CH:32]=2)Cl)[CH:28]=[CH:27][CH:26]=[CH:25][CH:24]=1.C(N(CC)CC)C. (6) Given the product [C:26]([O:30][C:31](=[O:52])[NH:32][CH:33]([C:34]1[CH:39]=[CH:38][C:37]([C:40]#[N:41])=[CH:36][C:35]=1[Br:42])[C:13]1[C:14](=[O:17])[CH2:15][CH2:16][C:12]=1[NH:11][C:7]1[CH:8]=[CH:9][CH:10]=[C:5]([C:4]([F:18])([F:19])[F:3])[CH:6]=1)([CH3:29])([CH3:27])[CH3:28], predict the reactants needed to synthesize it. The reactants are: [H-].[Na+].[F:3][C:4]([F:19])([F:18])[C:5]1[CH:6]=[C:7]([NH:11][C:12]2[CH2:16][CH2:15][C:14](=[O:17])[CH:13]=2)[CH:8]=[CH:9][CH:10]=1.CC1CCCO1.[C:26]([O:30][C:31](=[O:52])[NH:32][CH:33](S(C1C=CC=CC=1)(=O)=O)[C:34]1[CH:39]=[CH:38][C:37]([C:40]#[N:41])=[CH:36][C:35]=1[Br:42])([CH3:29])([CH3:28])[CH3:27].